Dataset: Forward reaction prediction with 1.9M reactions from USPTO patents (1976-2016). Task: Predict the product of the given reaction. Given the reactants FC(F)(F)S(O[CH2:7][C:8]([F:16])([F:15])[CH:9]([F:14])[C:10]([F:13])([F:12])[F:11])(=O)=O.C(=O)([O-])[O-].[K+].[K+].[C:25](#[N:29])[CH2:26][C:27]#[N:28].O, predict the reaction product. The product is: [F:15][C:8]([F:16])([CH:9]([F:14])[C:10]([F:13])([F:12])[F:11])[CH2:7][CH:26]([C:25]#[N:29])[C:27]#[N:28].